Task: Predict the product of the given reaction.. Dataset: Forward reaction prediction with 1.9M reactions from USPTO patents (1976-2016) (1) Given the reactants [CH3:1][Si:2]([CH3:5])([CH3:4])Cl.[Cl:6][C:7]1[CH:12]=[CH:11][C:10]([OH:13])=[CH:9][CH:8]=1.C(N(CC)CC)C, predict the reaction product. The product is: [Cl:6][C:7]1[CH:12]=[CH:11][C:10]([O:13][Si:2]([CH3:5])([CH3:4])[CH3:1])=[CH:9][CH:8]=1. (2) Given the reactants [CH2:1]([O:8][C:9]1[C:17]2[N:16]=[C:15]([CH3:18])[NH:14][C:13]=2[CH:12]=[C:11]([Br:19])[CH:10]=1)[C:2]1[CH:7]=[CH:6][CH:5]=[CH:4][CH:3]=1.C(N(CC)CC)C.Cl[CH2:28][O:29][CH2:30][CH2:31][Si:32]([CH3:35])([CH3:34])[CH3:33].O, predict the reaction product. The product is: [CH2:1]([O:8][C:9]1[C:17]2[N:16]=[C:15]([CH3:18])[N:14]([CH2:28][O:29][CH2:30][CH2:31][Si:32]([CH3:35])([CH3:34])[CH3:33])[C:13]=2[CH:12]=[C:11]([Br:19])[CH:10]=1)[C:2]1[CH:3]=[CH:4][CH:5]=[CH:6][CH:7]=1. (3) Given the reactants [C:1]([O:5][C@@H:6]([C:12]1[C:37]([CH3:38])=[CH:36][C:15]2[N:16]=[C:17]([C:19]3[CH:24]=[CH:23][N:22]=[C:21]([N:25]4[C:34](=[O:35])[C:33]5[N:32]=[CH:31][CH:30]=[CH:29][C:28]=5[CH:27]=[CH:26]4)[CH:20]=3)[S:18][C:14]=2[C:13]=1[C:39]1[CH:44]=[CH:43][C:42]([Cl:45])=[CH:41][CH:40]=1)[C:7]([O:9]CC)=[O:8])([CH3:4])([CH3:3])[CH3:2].[Li+].[I-], predict the reaction product. The product is: [C:1]([O:5][C@@H:6]([C:12]1[C:37]([CH3:38])=[CH:36][C:15]2[N:16]=[C:17]([C:19]3[CH:24]=[CH:23][N:22]=[C:21]([N:25]4[C:34](=[O:35])[C:33]5[N:32]=[CH:31][CH:30]=[CH:29][C:28]=5[CH:27]=[CH:26]4)[CH:20]=3)[S:18][C:14]=2[C:13]=1[C:39]1[CH:44]=[CH:43][C:42]([Cl:45])=[CH:41][CH:40]=1)[C:7]([OH:9])=[O:8])([CH3:4])([CH3:2])[CH3:3]. (4) Given the reactants [CH2:1]([C:3]1[N:13]([CH2:14][C:15]2[CH:20]=[CH:19][C:18](/[CH:21]=[CH:22]/[CH2:23]O)=[CH:17][CH:16]=2)[C:6]2=[N:7][C:8]([CH3:12])=[CH:9][C:10]([CH3:11])=[C:5]2[N:4]=1)[CH3:2].[N:25]1([CH:30]2[CH2:35][CH2:34][NH:33][CH2:32][CH2:31]2)[CH2:29][CH2:28][CH2:27][CH2:26]1, predict the reaction product. The product is: [CH2:1]([C:3]1[N:13]([CH2:14][C:15]2[CH:20]=[CH:19][C:18](/[CH:21]=[CH:22]/[CH2:23][N:33]3[CH2:34][CH2:35][CH:30]([N:25]4[CH2:29][CH2:28][CH2:27][CH2:26]4)[CH2:31][CH2:32]3)=[CH:17][CH:16]=2)[C:6]2=[N:7][C:8]([CH3:12])=[CH:9][C:10]([CH3:11])=[C:5]2[N:4]=1)[CH3:2].